The task is: Predict the product of the given reaction.. This data is from Forward reaction prediction with 1.9M reactions from USPTO patents (1976-2016). Given the reactants [F:1][C:2]1[CH:10]=[C:9]([N:11]2[CH2:16][C@@H:15]3[CH2:17][C@H:12]2[CH2:13][N:14]3[C:18]2[CH:23]=[CH:22][CH:21]=[C:20]([C:24]([F:27])([F:26])[F:25])[CH:19]=2)[CH:8]=[CH:7][C:3]=1[C:4]([OH:6])=[O:5].Cl.[CH3:29]COCC, predict the reaction product. The product is: [F:1][C:2]1[CH:10]=[C:9]([N:11]2[CH2:16][C@@H:15]3[CH2:17][C@H:12]2[CH2:13][N:14]3[C:18]2[CH:23]=[CH:22][CH:21]=[C:20]([C:24]([F:25])([F:27])[F:26])[CH:19]=2)[CH:8]=[CH:7][C:3]=1[C:4]([O:6][CH3:29])=[O:5].